From a dataset of Peptide-MHC class II binding affinity with 134,281 pairs from IEDB. Regression. Given a peptide amino acid sequence and an MHC pseudo amino acid sequence, predict their binding affinity value. This is MHC class II binding data. (1) The MHC is DRB4_0101 with pseudo-sequence DRB4_0103. The peptide sequence is EHGSDEWVAMTKGEG. The binding affinity (normalized) is 0.158. (2) The peptide sequence is SQDLKLSWNLNGLQAY. The MHC is DRB1_1302 with pseudo-sequence DRB1_1302. The binding affinity (normalized) is 0.751. (3) The peptide sequence is AFKVENGSAAPQLTK. The MHC is HLA-DPA10103-DPB10401 with pseudo-sequence HLA-DPA10103-DPB10401. The binding affinity (normalized) is 0.139. (4) The peptide sequence is AGAWRTAAVELARAL. The MHC is DRB5_0101 with pseudo-sequence DRB5_0101. The binding affinity (normalized) is 0.689. (5) The peptide sequence is EKKYFTATQFEPLAA. The MHC is HLA-DQA10101-DQB10501 with pseudo-sequence HLA-DQA10101-DQB10501. The binding affinity (normalized) is 0.423. (6) The peptide sequence is YDKFSANVSTVLTGK. The MHC is DRB1_0701 with pseudo-sequence DRB1_0701. The binding affinity (normalized) is 0.802. (7) The peptide sequence is LGFSSEVLKLKDEVR. The MHC is DRB1_0401 with pseudo-sequence DRB1_0401. The binding affinity (normalized) is 0.346. (8) The peptide sequence is SQDLELSWNLWGLQAY. The MHC is DRB1_0802 with pseudo-sequence DRB1_0802. The binding affinity (normalized) is 0.292.